Dataset: Full USPTO retrosynthesis dataset with 1.9M reactions from patents (1976-2016). Task: Predict the reactants needed to synthesize the given product. (1) Given the product [CH2:16]([O:54][CH:55]1[C@H:59]2[C@H:60]([O:80][Si:81]([C:84]([CH3:87])([CH3:86])[CH3:85])([CH3:83])[CH3:82])[N:61]([C:72]([O:74][CH2:75][C:76]([Cl:79])([Cl:78])[Cl:77])=[O:73])[C:62]3[CH:69]=[CH:68][C:67]([O:70][CH3:71])=[CH:66][C:63]=3[C:64](=[O:65])[N:58]2[CH:57]=[C:56]1[O:8][S:9]([C:12]([F:13])([F:14])[F:15])(=[O:10])=[O:11])[CH2:17][CH2:18][O:19][CH:20]1[C@H:24]2[C@H:25]([O:45][Si:46]([C:49]([CH3:52])([CH3:51])[CH3:50])([CH3:48])[CH3:47])[N:26]([C:37]([O:39][CH2:40][C:41]([Cl:44])([Cl:43])[Cl:42])=[O:38])[C:27]3[CH:34]=[CH:33][C:32]([O:35][CH3:36])=[CH:31][C:28]=3[C:29](=[O:30])[N:23]2[CH:22]=[C:21]1[O:53][S:9]([C:12]([F:15])([F:14])[F:13])(=[O:10])=[O:8], predict the reactants needed to synthesize it. The reactants are: S([O:8][S:9]([C:12]([F:15])([F:14])[F:13])(=[O:11])=[O:10])(C(F)(F)F)(=O)=O.[CH2:16]([O:54][CH:55]1[C@H:59]2[C@H:60]([O:80][Si:81]([C:84]([CH3:87])([CH3:86])[CH3:85])([CH3:83])[CH3:82])[N:61]([C:72]([O:74][CH2:75][C:76]([Cl:79])([Cl:78])[Cl:77])=[O:73])[C:62]3[CH:69]=[CH:68][C:67]([O:70][CH3:71])=[CH:66][C:63]=3[C:64](=[O:65])[N:58]2[CH2:57][C:56]1=O)[CH2:17][CH2:18][O:19][CH:20]1[C@H:24]2[C@H:25]([O:45][Si:46]([C:49]([CH3:52])([CH3:51])[CH3:50])([CH3:48])[CH3:47])[N:26]([C:37]([O:39][CH2:40][C:41]([Cl:44])([Cl:43])[Cl:42])=[O:38])[C:27]3[CH:34]=[CH:33][C:32]([O:35][CH3:36])=[CH:31][C:28]=3[C:29](=[O:30])[N:23]2[CH2:22][C:21]1=[O:53].N1C=CC=CC=1.CC1(C)N([O])C(C)(C)CC(N)(C(O)=O)C1.CCCCCC. (2) Given the product [CH3:36][C:27]1[CH:26]=[C:25]([NH:24][CH2:15][C:14]2[CH:17]=[CH:18][CH:19]=[C:12]([C:11]3[C:10]4[C:5](=[C:6]([C:20]([F:23])([F:21])[F:22])[CH:7]=[CH:8][CH:9]=4)[N:4]=[CH:3][C:2]=3[CH3:1])[CH:13]=2)[C:30]([CH3:31])=[CH:29][C:28]=1[CH2:32][C:33]([OH:35])=[O:34], predict the reactants needed to synthesize it. The reactants are: [CH3:1][C:2]1[CH:3]=[N:4][C:5]2[C:10]([C:11]=1[C:12]1[CH:13]=[C:14]([CH:17]=[CH:18][CH:19]=1)[CH:15]=O)=[CH:9][CH:8]=[CH:7][C:6]=2[C:20]([F:23])([F:22])[F:21].[NH2:24][C:25]1[C:30]([CH3:31])=[CH:29][C:28]([CH2:32][C:33]([OH:35])=[O:34])=[C:27]([CH3:36])[CH:26]=1. (3) Given the product [CH3:33][O:32][C:30](=[O:31])[C:29]1[CH:34]=[CH:35][C:26]([CH2:25][N:4]2[C:3]([CH:11]=[O:12])=[C:2]([Br:1])[N:6]=[C:5]2[CH2:7][CH2:8][CH2:9][CH3:10])=[CH:27][CH:28]=1, predict the reactants needed to synthesize it. The reactants are: [Br:1][C:2]1[N:6]=[C:5]([CH2:7][CH2:8][CH2:9][CH3:10])[NH:4][C:3]=1[CH:11]=[O:12].CN(C=O)C.C(=O)([O-])[O-].[K+].[K+].Br[CH2:25][C:26]1[CH:35]=[CH:34][C:29]([C:30]([O:32][CH3:33])=[O:31])=[CH:28][CH:27]=1. (4) Given the product [CH2:28]([O:23][C:22]([C:2]1[N:3]=[N:4][C:5]([O:8][CH2:9][C:10]2[C:11]([C:16]3[CH:21]=[CH:20][CH:19]=[CH:18][CH:17]=3)=[N:12][O:13][C:14]=2[CH3:15])=[CH:6][CH:7]=1)=[O:25])[CH3:29], predict the reactants needed to synthesize it. The reactants are: Cl[C:2]1[N:3]=[N:4][C:5]([O:8][CH2:9][C:10]2[C:11]([C:16]3[CH:21]=[CH:20][CH:19]=[CH:18][CH:17]=3)=[N:12][O:13][C:14]=2[CH3:15])=[CH:6][CH:7]=1.[C:22](=[O:25])([O-])[O-:23].[Na+].[Na+].[CH2:28](O)[CH3:29]. (5) Given the product [NH2:1][C:2]1[CH:7]=[CH:6][CH:5]=[CH:4][C:3]=1[NH:8][C:9](=[O:22])[C:10]1[CH:15]=[CH:14][C:13]([C:16]#[CH:17])=[CH:12][CH:11]=1, predict the reactants needed to synthesize it. The reactants are: [NH2:1][C:2]1[CH:7]=[CH:6][CH:5]=[CH:4][C:3]=1[NH:8][C:9](=[O:22])[C:10]1[CH:15]=[CH:14][C:13]([C:16]#[C:17][Si](C)(C)C)=[CH:12][CH:11]=1.CCCC[N+](CCCC)(CCCC)CCCC.[F-].[NH4+].[Cl-]. (6) Given the product [CH3:1][C@H:2]1[C:15](=[O:16])[NH:14][N:13]=[C:12]2[N:3]1[C:4]1[CH:5]=[C:6]3[N:19]([C@:20]4([CH3:25])[CH2:24][CH2:23][NH:22][CH2:21]4)[CH:18]=[CH:17][C:7]3=[CH:8][C:9]=1[O:10][CH2:11]2, predict the reactants needed to synthesize it. The reactants are: [CH3:1][C@@H:2]1[C:15](=[O:16])[NH:14][N:13]=[C:12]2[N:3]1[C:4]1[CH:5]=[C:6]3[N:19]([C@:20]4([CH3:25])[CH2:24][CH2:23][NH:22][CH2:21]4)[CH:18]=[CH:17][C:7]3=[CH:8][C:9]=1[O:10][CH2:11]2.C(OC(N1CC[C@](NC2C=C3C(=CC=2Br)OCC2N3[C@@H](C)C(=O)NN=2)(C)C1)=O)(C)(C)C. (7) Given the product [CH3:32][C:23]1[C:22]([C@@H:2]([NH:39][CH3:36])[CH2:3][N:4]2[CH2:21][CH2:20][C:7]3([CH2:11][N:10]([C:12]4[CH:19]=[CH:18][C:15]([C:16]#[N:17])=[CH:14][N:13]=4)[CH2:9][CH2:8]3)[CH2:6][CH2:5]2)=[CH:30][CH:29]=[C:28]2[C:24]=1[CH2:25][O:26][C:27]2=[O:31], predict the reactants needed to synthesize it. The reactants are: Cl[C@@H:2]([C:22]1[C:23]([CH3:32])=[C:24]2[C:28](=[CH:29][CH:30]=1)[C:27](=[O:31])[O:26][CH2:25]2)[CH2:3][N:4]1[CH2:21][CH2:20][C:7]2([CH2:11][N:10]([C:12]3[CH:19]=[CH:18][C:15]([C:16]#[N:17])=[CH:14][N:13]=3)[CH2:9][CH2:8]2)[CH2:6][CH2:5]1.Cl.CN.[CH:36]([N:39](CC)C(C)C)(C)C.